Dataset: Full USPTO retrosynthesis dataset with 1.9M reactions from patents (1976-2016). Task: Predict the reactants needed to synthesize the given product. (1) Given the product [CH2:1]([O:3][C:4]1[C:5]([NH2:10])=[N:6][CH:7]=[CH:8][CH:9]=1)[CH3:2], predict the reactants needed to synthesize it. The reactants are: [CH2:1]([O:3][C:4]1[C:5]([N+:10]([O-])=O)=[N:6][CH:7]=[CH:8][CH:9]=1)[CH3:2].[H][H]. (2) The reactants are: [NH2:1][C:2]1[C:10]([F:11])=[CH:9][C:8]([Br:12])=[CH:7][C:3]=1[C:4]([OH:6])=O.CN(C(O[N:21]1N=N[C:23]2C=CC=N[C:22]1=2)=[N+](C)C)C.F[P-](F)(F)(F)(F)F.CCN(C(C)C)C(C)C.C(N)C. Given the product [NH2:1][C:2]1[C:10]([F:11])=[CH:9][C:8]([Br:12])=[CH:7][C:3]=1[C:4]([NH:21][CH2:22][CH3:23])=[O:6], predict the reactants needed to synthesize it. (3) The reactants are: Br[C:2]1[CH:9]=[C:8]([N:10]2[C:18]3[CH2:17][C:16]([CH3:20])([CH3:19])[CH2:15][C:14](=[O:21])[C:13]=3[C:12]([CH2:22][CH3:23])=[N:11]2)[CH:7]=[CH:6][C:3]=1[C:4]#[N:5].[CH2:24]([O:31][C@H:32]1[CH2:37][CH2:36][CH2:35][CH2:34][C@@H:33]1[NH2:38])[C:25]1[CH:30]=[CH:29][CH:28]=[CH:27][CH:26]=1.CC(C)([O-])C.[Na+]. Given the product [CH2:24]([O:31][C@H:32]1[CH2:37][CH2:36][CH2:35][CH2:34][C@@H:33]1[NH:38][C:2]1[CH:9]=[C:8]([N:10]2[C:18]3[CH2:17][C:16]([CH3:20])([CH3:19])[CH2:15][C:14](=[O:21])[C:13]=3[C:12]([CH2:22][CH3:23])=[N:11]2)[CH:7]=[CH:6][C:3]=1[C:4]#[N:5])[C:25]1[CH:30]=[CH:29][CH:28]=[CH:27][CH:26]=1, predict the reactants needed to synthesize it. (4) Given the product [CH3:24][O:25][C:26](=[O:40])[C:27]1[CH:32]=[C:31]([N:33]2[CH2:37][CH2:36][CH2:35][C:34]2=[O:38])[CH:30]=[C:29]([N:39]2[C:11]([CH3:12])=[CH:10][CH:9]=[C:8]2[C:6]2[CH:7]=[C:2]([CH3:1])[CH:3]=[CH:4][C:5]=2[O:15][CH2:16][C:17]2[CH:22]=[CH:21][C:20]([F:23])=[CH:19][CH:18]=2)[CH:28]=1, predict the reactants needed to synthesize it. The reactants are: [CH3:1][C:2]1[CH:3]=[CH:4][C:5]([O:15][CH2:16][C:17]2[CH:22]=[CH:21][C:20]([F:23])=[CH:19][CH:18]=2)=[C:6]([C:8](=O)[CH2:9][CH2:10][C:11](=O)[CH3:12])[CH:7]=1.[CH3:24][O:25][C:26](=[O:40])[C:27]1[CH:32]=[C:31]([N:33]2[CH2:37][CH2:36][CH2:35][C:34]2=[O:38])[CH:30]=[C:29]([NH2:39])[CH:28]=1.CC1C=CC(S(O)(=O)=O)=CC=1. (5) Given the product [F:34][C:35]1[CH:40]=[C:39]([N:41]2[CH:45]=[N:44][N:43]=[N:42]2)[CH:38]=[CH:37][C:36]=1[O:5][CH2:6][C:7]1[N:12]=[C:11]([CH:13]2[CH2:18][CH2:17][N:16]([C:19]([O:21][C:22]([CH3:25])([CH3:24])[CH3:23])=[O:20])[CH2:15][CH2:14]2)[CH:10]=[CH:9][CH:8]=1, predict the reactants needed to synthesize it. The reactants are: CS([O:5][CH2:6][C:7]1[N:12]=[C:11]([CH:13]2[CH2:18][CH2:17][N:16]([C:19]([O:21][C:22]([CH3:25])([CH3:24])[CH3:23])=[O:20])[CH2:15][CH2:14]2)[CH:10]=[CH:9][CH:8]=1)(=O)=O.C(=O)([O-])[O-].[Cs+].[Cs+].[I-].[K+].[F:34][C:35]1[CH:40]=[C:39]([N:41]2[CH:45]=[N:44][N:43]=[N:42]2)[CH:38]=[CH:37][C:36]=1O. (6) Given the product [C:11]([C:15]1[CH:16]=[CH:17][C:18]([OH:23])=[C:19]([C:20]2[NH:1][N:2]=[C:3]([C:5]3[CH:10]=[N:9][CH:8]=[CH:7][N:6]=3)[N:4]=2)[CH:22]=1)([CH3:14])([CH3:13])[CH3:12], predict the reactants needed to synthesize it. The reactants are: [NH2:1][NH:2][C:3]([C:5]1[CH:10]=[N:9][CH:8]=[CH:7][N:6]=1)=[NH:4].[C:11]([C:15]1[CH:16]=[CH:17][C:18]([OH:23])=[C:19]([CH:22]=1)[CH:20]=O)([CH3:14])([CH3:13])[CH3:12].